Dataset: Peptide-MHC class I binding affinity with 185,985 pairs from IEDB/IMGT. Task: Regression. Given a peptide amino acid sequence and an MHC pseudo amino acid sequence, predict their binding affinity value. This is MHC class I binding data. (1) The peptide sequence is SESTIDIIL. The MHC is HLA-A02:01 with pseudo-sequence HLA-A02:01. The binding affinity (normalized) is 0.0847. (2) The peptide sequence is LGGVAVGI. The MHC is Mamu-B3901 with pseudo-sequence Mamu-B3901. The binding affinity (normalized) is 0.808. (3) The peptide sequence is SNSGADVLY. The MHC is HLA-A29:02 with pseudo-sequence HLA-A29:02. The binding affinity (normalized) is 0.569. (4) The peptide sequence is IVLPEKDSW. The MHC is HLA-A02:02 with pseudo-sequence HLA-A02:02. The binding affinity (normalized) is 0. (5) The peptide sequence is RRSLLAHVR. The MHC is HLA-B27:05 with pseudo-sequence HLA-B27:05. The binding affinity (normalized) is 0.820.